This data is from Reaction yield outcomes from USPTO patents with 853,638 reactions. The task is: Predict the reaction yield, written as a fraction of the theoretical maximum amount of product (1.0 means a 100% yield; for example, 0.34 means a 34% yield). (1) The reactants are C(O[C:4](=[O:29])[CH2:5][N:6]([C:19]([O:21][CH2:22][C:23]1[CH:28]=[CH:27][CH:26]=[CH:25][CH:24]=1)=[O:20])[CH2:7][CH2:8][CH:9]=[N:10][C@@H:11]([C:13]1[CH:18]=[CH:17][CH:16]=[CH:15][CH:14]=1)[CH3:12])C.[Li+].CC([N-]C(C)C)C. The catalyst is C1COCC1.[Cl-].[NH4+]. The product is [CH2:22]([O:21][C:19]([N:6]1[CH2:7][CH2:8][C@@H:9]2[C@H:5]1[C:4](=[O:29])[N:10]2[C@@H:11]([C:13]1[CH:14]=[CH:15][CH:16]=[CH:17][CH:18]=1)[CH3:12])=[O:20])[C:23]1[CH:24]=[CH:25][CH:26]=[CH:27][CH:28]=1. The yield is 0.520. (2) The catalyst is C1COCC1. The product is [CH3:1][C:2]1[O:6][C:5]([CH2:7][CH2:8][C:9]2[CH:10]=[CH:11][CH:12]=[CH:13][CH:14]=2)=[N:4][C:3]=1[CH2:15][CH2:16][OH:17]. The yield is 0.840. The reactants are [CH3:1][C:2]1[O:6][C:5]([CH2:7][CH2:8][C:9]2[CH:14]=[CH:13][CH:12]=[CH:11][CH:10]=2)=[N:4][C:3]=1[CH2:15][C:16](O)=[O:17]. (3) The reactants are [NH2:1][CH2:2][CH2:3][O:4]/[N:5]=[C:6](/[C:8]1[N:13]=[C:12]2[N:14]([CH2:17][C:18]3[CH:19]=[C:20]4[C:25](=[CH:26][CH:27]=3)[N:24]=[CH:23][CH:22]=[CH:21]4)[N:15]=[N:16][C:11]2=[N:10][CH:9]=1)\[CH3:7].Cl[C:29]([O:31][CH3:32])=[O:30].C(N(CC)CC)C. The catalyst is C(Cl)Cl. The product is [N:24]1[C:25]2[C:20](=[CH:19][C:18]([CH2:17][N:14]3[C:12]4=[N:13][C:8](/[C:6](=[N:5]/[O:4][CH2:3][CH2:2][NH:1][C:29](=[O:30])[O:31][CH3:32])/[CH3:7])=[CH:9][N:10]=[C:11]4[N:16]=[N:15]3)=[CH:27][CH:26]=2)[CH:21]=[CH:22][CH:23]=1. The yield is 0.460. (4) The reactants are [Br:1][C:2]1[CH:3]=[C:4]2[C:8](=[CH:9][CH:10]=1)[NH:7][C:6](=[O:11])[CH2:5]2.[CH3:12][N:13]([CH3:28])[CH2:14][CH2:15][NH:16][C:17]([C:19]1[C:23]([CH3:24])=[C:22]([CH:25]=O)[NH:21][C:20]=1[CH3:27])=[O:18]. No catalyst specified. The product is [CH3:12][N:13]([CH3:28])[CH2:14][CH2:15][NH:16][C:17]([C:19]1[C:23]([CH3:24])=[C:22]([CH:25]=[C:5]2[C:4]3[C:8](=[CH:9][CH:10]=[C:2]([Br:1])[CH:3]=3)[NH:7][C:6]2=[O:11])[NH:21][C:20]=1[CH3:27])=[O:18]. The yield is 0.830. (5) The reactants are [Cl:1][C:2]1[CH:3]=[C:4]([N:8]2[C:13](=[O:14])[C:12]([O:15]S(C3C=CC(C)=CC=3)(=O)=O)=[C:11]([C:26]3[CH:31]=[CH:30][C:29]([S:32]([CH3:35])(=[O:34])=[O:33])=[CH:28][CH:27]=3)[CH:10]=[N:9]2)[CH:5]=[CH:6][CH:7]=1.[CH2:36](O)[CH:37]([CH3:39])[CH3:38].[H-].[Na+].O. The catalyst is C1COCC1. The product is [Cl:1][C:2]1[CH:3]=[C:4]([N:8]2[C:13](=[O:14])[C:12]([O:15][CH2:36][CH:37]([CH3:39])[CH3:38])=[C:11]([C:26]3[CH:27]=[CH:28][C:29]([S:32]([CH3:35])(=[O:33])=[O:34])=[CH:30][CH:31]=3)[CH:10]=[N:9]2)[CH:5]=[CH:6][CH:7]=1. The yield is 0.760. (6) The reactants are [F:1][C:2]1([F:43])[CH2:6][C@H:5]([O:7][C:8]2[C:13]([CH3:14])=[CH:12][C:11]([S:15]([N:18](CC3C=CC(OC)=CC=3OC)[C:19]3[CH:24]=[CH:23][N:22]=[CH:21][N:20]=3)(=[O:17])=[O:16])=[C:10]([F:36])[CH:9]=2)[C@@H:4]([C:37]2[N:41]([CH3:42])[N:40]=[CH:39][CH:38]=2)[CH2:3]1.C([SiH](CC)CC)C.FC(F)(F)C(O)=O. The catalyst is ClCCl. The product is [F:43][C:2]1([F:1])[CH2:6][C@H:5]([O:7][C:8]2[C:13]([CH3:14])=[CH:12][C:11]([S:15]([NH:18][C:19]3[CH:24]=[CH:23][N:22]=[CH:21][N:20]=3)(=[O:16])=[O:17])=[C:10]([F:36])[CH:9]=2)[C@@H:4]([C:37]2[N:41]([CH3:42])[N:40]=[CH:39][CH:38]=2)[CH2:3]1. The yield is 0.820. (7) The reactants are [Cl:1][C:2]1[C:3]2[C:10]([I:11])=[CH:9][NH:8][C:4]=2[N:5]=[CH:6][N:7]=1.O[CH2:13][C@@H:14]1[CH2:18][CH2:17][CH2:16][N:15]1[C:19]([O:21][C:22]([CH3:25])([CH3:24])[CH3:23])=[O:20].C1C=CC(P(C2C=CC=CC=2)C2C=CC=CC=2)=CC=1.CC(OC(/N=N/C(OC(C)C)=O)=O)C. The product is [C:22]([O:21][C:19]([N:15]1[CH2:16][CH2:17][CH2:18][C@H:14]1[CH2:13][N:8]1[C:4]2[N:5]=[CH:6][N:7]=[C:2]([Cl:1])[C:3]=2[C:10]([I:11])=[CH:9]1)=[O:20])([CH3:25])([CH3:23])[CH3:24]. The catalyst is C1COCC1. The yield is 0.770. (8) The reactants are [NH2:1][CH:2]([C:20]1[CH:25]=[CH:24][C:23]([F:26])=[CH:22][CH:21]=1)[C:3]1[N:12]=[C:11]([NH:13][C:14]2[CH:18]=[C:17]([CH3:19])[NH:16][N:15]=2)[C:10]2[C:5](=[CH:6][CH:7]=[CH:8][CH:9]=2)[N:4]=1.C[CH2:28][OH:29]. The catalyst is C(OCC)=O. The product is [F:26][C:23]1[CH:22]=[CH:21][C:20]([CH:2]([C:3]2[N:12]=[C:11]([NH:13][C:14]3[CH:18]=[C:17]([CH3:19])[NH:16][N:15]=3)[C:10]3[C:5](=[CH:6][CH:7]=[CH:8][CH:9]=3)[N:4]=2)[NH:1][CH:28]=[O:29])=[CH:25][CH:24]=1. The yield is 0.0800. (9) The product is [C:1]([O:5][C:6]([N:8]1[CH:9]([C:14]2[NH:15][C:16]([C:19]3[CH:20]=[CH:21][C:22]([C:25]4[CH:34]=[CH:33][C:32]5[C:27](=[CH:28][CH:29]=[C:30]([C:35]6[NH:36][C:37]([CH:40]7[CH2:44][CH2:43][CH2:42][N:41]7[C:45](=[O:55])[CH:46]([NH:50][C:51]([O:53][CH3:54])=[O:52])[CH:47]([CH3:48])[CH3:49])=[N:38][CH:39]=6)[CH:31]=5)[CH:26]=4)=[CH:23][CH:24]=3)=[CH:17][N:18]=2)[CH:10]2[CH2:56][CH:12]1[CH2:13][CH2:11]2)=[O:7])([CH3:4])([CH3:2])[CH3:3]. No catalyst specified. The yield is 0.460. The reactants are [C:1]([O:5][C:6]([N:8]1[CH2:12][C:11](=[CH2:13])[CH2:10][CH:9]1[C:14]1[NH:15][C:16]([C:19]2[CH:24]=[CH:23][C:22]([C:25]3[CH:34]=[CH:33][C:32]4[C:27](=[CH:28][CH:29]=[C:30]([C:35]5[NH:36][C:37]([CH:40]6[CH2:44][CH2:43][CH2:42][N:41]6[C:45](=[O:55])[CH:46]([NH:50][C:51]([O:53][CH3:54])=[O:52])[CH:47]([CH3:49])[CH3:48])=[N:38][CH:39]=5)[CH:31]=4)[CH:26]=3)=[CH:21][CH:20]=2)=[CH:17][N:18]=1)=[O:7])([CH3:4])([CH3:3])[CH3:2].[CH3:56]OC(=O)NC(C(N1CCCC1C1NC(C2C=CC3C(=CC=C(Br)C=3)C=2)=CN=1)=O)C(C)C.C(OC(N1C(C2NC(C3C=CC(B4OC(C)(C)C(C)(C)O4)=CC=3)=CN=2)C2CC1CC2)=O)(C)(C)C. (10) The catalyst is CCO. The yield is 0.710. The product is [NH2:10][C:9]1[N:1]([C:3]2[CH:8]=[N:7][CH:6]=[CH:5][N:4]=2)[NH:2][C:12](=[O:13])[C:11]=1[CH3:17]. The reactants are [NH:1]([C:3]1[CH:8]=[N:7][CH:6]=[CH:5][N:4]=1)[NH2:2].[C:9]([CH:11]([CH3:17])[C:12](OCC)=[O:13])#[N:10].CC[O-].[Na+].